Predict the reaction yield, written as a fraction of the theoretical maximum amount of product (1.0 means a 100% yield; for example, 0.34 means a 34% yield). From a dataset of Reaction yield outcomes from USPTO patents with 853,638 reactions. (1) The reactants are [Cl:1][C:2]1[S:3][C:4]([CH2:7][N:8]2[C:13](=[O:14])[C:12]([C:15]3[NH:20][C:19]4[CH:21]=[CH:22][C:23]([O:25][Si](C(C)C)(C(C)C)C(C)C)=[CH:24][C:18]=4[S:17](=[O:37])(=[O:36])[N:16]=3)=[C:11]([OH:38])[C:10]3[S:39][CH:40]=[CH:41][C:9]2=3)=[CH:5][N:6]=1.[F-].C([N+](CCCC)(CCCC)CCCC)CCC.Cl. The catalyst is O1CCCC1.O. The product is [Cl:1][C:2]1[S:3][C:4]([CH2:7][N:8]2[C:13](=[O:14])[C:12]([C:15]3[NH:20][C:19]4[CH:21]=[CH:22][C:23]([OH:25])=[CH:24][C:18]=4[S:17](=[O:36])(=[O:37])[N:16]=3)=[C:11]([OH:38])[C:10]3[S:39][CH:40]=[CH:41][C:9]2=3)=[CH:5][N:6]=1. The yield is 0.840. (2) The reactants are [F:1][C:2]1[CH:3]=[N:4][NH:5][CH:6]=1.[N:7]#[C:8][NH2:9].[ClH:10]. The catalyst is O1CCOCC1. The product is [ClH:10].[F:1][C:2]1[CH:3]=[N:4][N:5]([C:8]([NH2:9])=[NH:7])[CH:6]=1. The yield is 0.800.